Dataset: Catalyst prediction with 721,799 reactions and 888 catalyst types from USPTO. Task: Predict which catalyst facilitates the given reaction. (1) Reactant: [NH:1]1[C:9]2[C:4](=[CH:5][CH:6]=[CH:7][CH:8]=2)[C:3]([C:10]2[N:11]=[N:12][N:13]([C:15]3[CH:29]=[CH:28][C:18]([CH2:19][NH:20]C(=O)OC(C)(C)C)=[CH:17][CH:16]=3)[CH:14]=2)=[N:2]1.C(Cl)[Cl:31].CO. Product: [ClH:31].[NH:1]1[C:9]2[C:4](=[CH:5][CH:6]=[CH:7][CH:8]=2)[C:3]([C:10]2[N:11]=[N:12][N:13]([C:15]3[CH:29]=[CH:28][C:18]([CH2:19][NH2:20])=[CH:17][CH:16]=3)[CH:14]=2)=[N:2]1. The catalyst class is: 89. (2) Reactant: [CH3:1][O:2][CH:3]1[CH2:8][CH2:7][CH:6]([CH2:9][OH:10])[CH2:5][CH2:4]1.N1C(C)=CC=CC=1C.[F:19][C:20]([F:33])([F:32])[S:21](O[S:21]([C:20]([F:33])([F:32])[F:19])(=[O:23])=[O:22])(=[O:23])=[O:22]. Product: [F:19][C:20]([F:33])([F:32])[S:21]([O:10][CH2:9][CH:6]1[CH2:7][CH2:8][CH:3]([O:2][CH3:1])[CH2:4][CH2:5]1)(=[O:23])=[O:22]. The catalyst class is: 4. (3) Reactant: CS([C:5]1[N:6]=[C:7]([O:34][CH3:35])[C:8]2[N:13]=[C:12]([NH:14][C:15]([N:17]3[CH2:22][CH2:21][C:20]([OH:33])([C:23]4[CH:28]=[CH:27][CH:26]=[C:25]([C:29]([F:32])([F:31])[F:30])[CH:24]=4)[CH2:19][CH2:18]3)=[O:16])[S:11][C:9]=2[N:10]=1)(=O)=O.[OH-:36].[K+]. Product: [OH:36][C:5]1[N:6]=[C:7]([O:34][CH3:35])[C:8]2[N:13]=[C:12]([NH:14][C:15]([N:17]3[CH2:22][CH2:21][C:20]([OH:33])([C:23]4[CH:28]=[CH:27][CH:26]=[C:25]([C:29]([F:32])([F:31])[F:30])[CH:24]=4)[CH2:19][CH2:18]3)=[O:16])[S:11][C:9]=2[N:10]=1. The catalyst class is: 20. (4) Reactant: [O:1]=[C:2]1[C:6]([C:13]2[CH:18]=[CH:17][CH:16]=[CH:15][CH:14]=2)([C:7]2[CH:12]=[CH:11][CH:10]=[CH:9][CH:8]=2)[CH2:5][CH2:4][N:3]1[CH2:19][C:20](O)=[O:21].[CH:23]([N:36]1[CH2:41][CH2:40][NH:39][CH2:38][C:37]1=[O:42])([C:30]1[CH:35]=[CH:34][CH:33]=[CH:32][CH:31]=1)[C:24]1[CH:29]=[CH:28][CH:27]=[CH:26][CH:25]=1.F[P-](F)(F)(F)(F)F.N1(OC(N(C)C)=[N+](C)C)C2N=CC=CC=2N=N1.C(N(C(C)C)CC)(C)C. Product: [CH:23]([N:36]1[CH2:41][CH2:40][N:39]([C:20](=[O:21])[CH2:19][N:3]2[CH2:4][CH2:5][C:6]([C:7]3[CH:12]=[CH:11][CH:10]=[CH:9][CH:8]=3)([C:13]3[CH:18]=[CH:17][CH:16]=[CH:15][CH:14]=3)[C:2]2=[O:1])[CH2:38][C:37]1=[O:42])([C:24]1[CH:29]=[CH:28][CH:27]=[CH:26][CH:25]=1)[C:30]1[CH:35]=[CH:34][CH:33]=[CH:32][CH:31]=1. The catalyst class is: 2. (5) Reactant: Br[C:2]1[C:11]2[NH:10][C:9]3[CH:12]=[N:13][N:14]([CH3:15])[C:8]=3[C:7](=[O:16])[C:6]=2[CH:5]=[CH:4][CH:3]=1.C([Sn](CCCC)(CCCC)[C:22]1[CH:27]=[CH:26][CH:25]=[CH:24][CH:23]=1)CCC.[Cl-].[Li+]. Product: [CH3:15][N:14]1[C:8]2[C:7](=[O:16])[C:6]3[CH:5]=[CH:4][CH:3]=[C:2]([C:22]4[CH:27]=[CH:26][CH:25]=[CH:24][CH:23]=4)[C:11]=3[NH:10][C:9]=2[CH:12]=[N:13]1. The catalyst class is: 77. (6) Reactant: [Br:1]N1C(=O)CCC1=O.N(C(C)(C)C#N)=NC(C)(C)C#N.[CH2:21]([C:24]1[CH:29]=[CH:28][CH:27]=[CH:26][N:25]=1)[CH2:22][CH3:23]. Product: [Br:1][CH:21]([C:24]1[CH:29]=[CH:28][CH:27]=[CH:26][N:25]=1)[CH2:22][CH3:23]. The catalyst class is: 53. (7) Reactant: [C:1]1([C:30]2[CH:35]=[CH:34][CH:33]=[CH:32][CH:31]=2)[CH:6]=[CH:5][CH:4]=[C:3]([NH:7][C:8](=[O:29])[CH2:9][CH2:10][CH2:11][CH2:12][CH2:13][NH:14][C:15](=[O:28])[CH2:16][O:17][CH2:18][CH2:19][NH:20]C(=O)OC(C)(C)C)[CH:2]=1.C(O)(C(F)(F)F)=O.[OH-].[Na+]. Product: [NH2:20][CH2:19][CH2:18][O:17][CH2:16][C:15]([NH:14][CH2:13][CH2:12][CH2:11][CH2:10][CH2:9][C:8]([NH:7][C:3]1[CH:2]=[C:1]([C:30]2[CH:35]=[CH:34][CH:33]=[CH:32][CH:31]=2)[CH:6]=[CH:5][CH:4]=1)=[O:29])=[O:28]. The catalyst class is: 2.